Dataset: Full USPTO retrosynthesis dataset with 1.9M reactions from patents (1976-2016). Task: Predict the reactants needed to synthesize the given product. (1) Given the product [OH:5][C:6]1[CH:7]=[C:8]([C:12]2[C:13]3[CH2:26][CH2:25][N:24]([C:39]([NH:38][CH2:36][CH3:37])=[O:40])[C:14]=3[N:15]=[C:16]([N:18]3[CH2:23][CH2:22][O:21][CH2:20][CH2:19]3)[N:17]=2)[CH:9]=[CH:10][CH:11]=1, predict the reactants needed to synthesize it. The reactants are: C([O:5][C:6]1[CH:7]=[C:8]([C:12]2[C:13]3[CH2:26][CH2:25][NH:24][C:14]=3[N:15]=[C:16]([N:18]3[CH2:23][CH2:22][O:21][CH2:20][CH2:19]3)[N:17]=2)[CH:9]=[CH:10][CH:11]=1)(C)(C)C.C(N(C(C)C)CC)(C)C.[CH2:36]([N:38]=[C:39]=[O:40])[CH3:37]. (2) The reactants are: FC(F)(F)C([NH:5][C:6]1[CH:11]=[CH:10][C:9]([C:12]#[C:13][CH2:14][CH2:15][CH2:16][CH2:17][OH:18])=[CH:8][CH:7]=1)=O.[OH-].[K+]. Given the product [NH2:5][C:6]1[CH:7]=[CH:8][C:9]([C:12]#[C:13][CH2:14][CH2:15][CH2:16][CH2:17][OH:18])=[CH:10][CH:11]=1, predict the reactants needed to synthesize it. (3) Given the product [Cl:15][C:16]1[N:21]=[C:20]([NH:22][CH2:2][C:3]2[CH:8]=[C:7]([S:9]([CH3:12])(=[O:11])=[O:10])[CH:6]=[CH:5][C:4]=2[O:13][CH3:14])[C:19]([CH3:23])=[CH:18][N:17]=1, predict the reactants needed to synthesize it. The reactants are: Br[CH2:2][C:3]1[CH:8]=[C:7]([S:9]([CH3:12])(=[O:11])=[O:10])[CH:6]=[CH:5][C:4]=1[O:13][CH3:14].[Cl:15][C:16]1[N:21]=[C:20]([NH2:22])[C:19]([CH3:23])=[CH:18][N:17]=1.C([O-])([O-])=O.[K+].[K+]. (4) The reactants are: [CH:1](=O)[C:2]1C=CC=CC=1.CO[C:11]1[CH:18]=[CH:17][C:14]([CH2:15][NH2:16])=[CH:13][CH:12]=1.FC(F)(F)C(O)=O. Given the product [CH:15]1[C:14]2[C:13](=[CH:12][CH:11]=[CH:18][CH:17]=2)[CH:2]=[CH:1][N:16]=1, predict the reactants needed to synthesize it. (5) Given the product [CH3:1][O:2][C:3](=[O:32])[C:4]([NH:7][C:8]([C:10]1[C:15]([OH:16])=[CH:14][C:13]([OH:24])=[CH:12][N:11]=1)=[O:9])([CH3:6])[CH3:5], predict the reactants needed to synthesize it. The reactants are: [CH3:1][O:2][C:3](=[O:32])[C:4]([NH:7][C:8]([C:10]1[C:15]([O:16]CC2C=CC=CC=2)=[CH:14][C:13]([O:24]CC2C=CC=CC=2)=[CH:12][N:11]=1)=[O:9])([CH3:6])[CH3:5]. (6) Given the product [F:1][C:2]1[CH:3]=[C:4]([C@@H:9]2[CH2:13][O:12][C:11](=[O:14])[N:10]2[C:15]2[CH:20]=[CH:19][N:18]3[N:21]=[CH:22][C:23]([C:24]4[CH:29]=[CH:28][C:27]([C:30]5[N:34]=[CH:33][NH:32][N:31]=5)=[C:26]([F:43])[CH:25]=4)=[C:17]3[N:16]=2)[CH:5]=[CH:6][C:7]=1[F:8], predict the reactants needed to synthesize it. The reactants are: [F:1][C:2]1[CH:3]=[C:4]([C@@H:9]2[CH2:13][O:12][C:11](=[O:14])[N:10]2[C:15]2[CH:20]=[CH:19][N:18]3[N:21]=[CH:22][C:23]([C:24]4[CH:29]=[CH:28][C:27]([C:30]5[N:34]=[CH:33][N:32](COCC[Si](C)(C)C)[N:31]=5)=[C:26]([F:43])[CH:25]=4)=[C:17]3[N:16]=2)[CH:5]=[CH:6][C:7]=1[F:8].FC1C=C([C@@H]2COC(=O)N2C2C=CN3N=CC(C4C=CC(C5N(COCC[Si](C)(C)C)N=CN=5)=C(F)C=4)=C3N=2)C=CC=1F.